This data is from Reaction yield outcomes from USPTO patents with 853,638 reactions. The task is: Predict the reaction yield, written as a fraction of the theoretical maximum amount of product (1.0 means a 100% yield; for example, 0.34 means a 34% yield). The reactants are C([O:3][C:4]([CH:6]1[CH2:11][CH2:10][CH2:9][CH:8]([N:12]2[C:21]3[C:16](=[CH:17][CH:18]=[N:19][CH:20]=3)[C:15]3=[N:22][O:23][C:24]([CH3:25])=[C:14]3[C:13]2=[O:26])[CH2:7]1)=[O:5])C.[OH-].[Na+].C(O)C.Cl. The catalyst is O.O1CCCC1. The product is [CH3:25][C:24]1[O:23][N:22]=[C:15]2[C:16]3[C:21](=[CH:20][N:19]=[CH:18][CH:17]=3)[N:12]([CH:8]3[CH2:9][CH2:10][CH2:11][CH:6]([C:4]([OH:5])=[O:3])[CH2:7]3)[C:13](=[O:26])[C:14]=12. The yield is 0.880.